From a dataset of Forward reaction prediction with 1.9M reactions from USPTO patents (1976-2016). Predict the product of the given reaction. (1) Given the reactants [H-].[Na+].[Br:3][C:4]1[CH:13]=[CH:12][C:11]2[N:10]=[CH:9][C:8]3[NH:14][C:15](=[O:28])[N:16]([C:17]4[CH:22]=[CH:21][C:20]([C:23]([CH3:27])([CH3:26])[C:24]#[N:25])=[CH:19][CH:18]=4)[C:7]=3[C:6]=2[CH:5]=1.[C:29](Cl)(=[O:36])[C:30]1[CH:35]=[CH:34][CH:33]=[CH:32][CH:31]=1, predict the reaction product. The product is: [C:29]([N:14]1[C:8]2[CH:9]=[N:10][C:11]3[CH:12]=[CH:13][C:4]([Br:3])=[CH:5][C:6]=3[C:7]=2[N:16]([C:17]2[CH:22]=[CH:21][C:20]([C:23]([CH3:26])([CH3:27])[C:24]#[N:25])=[CH:19][CH:18]=2)[C:15]1=[O:28])(=[O:36])[C:30]1[CH:35]=[CH:34][CH:33]=[CH:32][CH:31]=1. (2) Given the reactants ClC1C=CC=C(C(OO)=[O:9])C=1.[C:12]([O:15][C:16]1[CH:21]=[CH:20][CH:19]=[C:18]([C:22](=[O:31])[NH:23][C:24]2[S:25][C:26]([S:29][CH3:30])=[CH:27][N:28]=2)[CH:17]=1)(=[O:14])[CH3:13], predict the reaction product. The product is: [C:12]([O:15][C:16]1[CH:21]=[CH:20][CH:19]=[C:18]([C:22](=[O:31])[NH:23][C:24]2[S:25][C:26]([S:29]([CH3:30])=[O:9])=[CH:27][N:28]=2)[CH:17]=1)(=[O:14])[CH3:13]. (3) The product is: [F:25][C:2]([F:1])([F:24])[CH2:3][CH2:4][O:5][C:6]([N:8]1[CH2:9][CH2:10][NH:11][CH2:12][CH2:13]1)=[O:7]. Given the reactants [F:1][C:2]([F:25])([F:24])[CH2:3][CH2:4][O:5][C:6]([N:8]1[CH2:13][CH2:12][N:11](C(OCC2C=CC=CC=2)=O)[CH2:10][CH2:9]1)=[O:7], predict the reaction product. (4) Given the reactants [CH3:1][C@@H:2]1[C@H:6]([C:7]2[CH:12]=[CH:11][CH:10]=[CH:9][CH:8]=2)[O:5][C:4](=[O:13])[N:3]1[C:14](=[O:17])[CH2:15][CH3:16].C(N(CC)CC)C.[O-]S(C(F)(F)F)(=O)=O.C([B+]CCCC)CCC.C(=O)=O.CC(C)=O.[C:49]([O:53][C:54]([N:56]1[CH2:62][CH2:61][CH2:60][C@H:57]1[CH:58]=[O:59])=[O:55])([CH3:52])([CH3:51])[CH3:50], predict the reaction product. The product is: [OH:59][C@@H:58]([C@@H:57]1[CH2:60][CH2:61][CH2:62][N:56]1[C:54]([O:53][C:49]([CH3:52])([CH3:50])[CH3:51])=[O:55])[C@@H:15]([CH3:16])[C:14]([N:3]1[C@H:2]([CH3:1])[C@H:6]([C:7]2[CH:8]=[CH:9][CH:10]=[CH:11][CH:12]=2)[O:5][C:4]1=[O:13])=[O:17]. (5) Given the reactants C([O-])(=O)C.[Na+].[NH2:6][C:7]1[CH:12]=[CH:11][CH:10]=[CH:9][C:8]=1[OH:13].[CH3:14][O:15][C:16]1[CH:23]=[CH:22][C:19]([CH:20]=O)=[CH:18][CH:17]=1.C(OCC)(=O)C, predict the reaction product. The product is: [CH3:14][O:15][C:16]1[CH:23]=[CH:22][C:19]([C:20]2[O:13][C:8]3[CH:9]=[CH:10][CH:11]=[CH:12][C:7]=3[N:6]=2)=[CH:18][CH:17]=1. (6) Given the reactants [Cl:1][C:2]1[N:3]=[C:4]([O:11][CH3:12])[C:5]2[CH:10]=[CH:9][NH:8][C:6]=2[N:7]=1.[CH3:13][O:14][C:15]([C:17]1[CH:22]=[CH:21][C:20](B(O)O)=[CH:19][CH:18]=1)=[O:16].C(N(CC)CC)C, predict the reaction product. The product is: [Cl:1][C:2]1[N:3]=[C:4]([O:11][CH3:12])[C:5]2[CH:10]=[CH:9][N:8]([C:20]3[CH:21]=[CH:22][C:17]([C:15]([O:14][CH3:13])=[O:16])=[CH:18][CH:19]=3)[C:6]=2[N:7]=1. (7) Given the reactants [C:1]([C:3]1[C:4]([C:17]([F:20])([F:19])[F:18])=[C:5]2[C:9](=[CH:10][CH:11]=1)[N:8]([CH2:12][C:13](=[NH:16])[NH:14][OH:15])[CH:7]=[CH:6]2)#[N:2].[F:21][C:22]1[CH:30]=[CH:29][C:25]([C:26](O)=O)=[CH:24][C:23]=1[C:31]([F:34])([F:33])[F:32], predict the reaction product. The product is: [F:21][C:22]1[CH:30]=[CH:29][C:25]([C:26]2[O:15][N:14]=[C:13]([CH2:12][N:8]3[C:9]4[C:5](=[C:4]([C:17]([F:19])([F:20])[F:18])[C:3]([C:1]#[N:2])=[CH:11][CH:10]=4)[CH:6]=[CH:7]3)[N:16]=2)=[CH:24][C:23]=1[C:31]([F:32])([F:33])[F:34].